Dataset: Human Reference Interactome with 51,813 positive PPI pairs across 8,248 proteins, plus equal number of experimentally-validated negative pairs. Task: Binary Classification. Given two protein amino acid sequences, predict whether they physically interact or not. (1) Protein 1 (ENSG00000197780) has sequence MADEEEDPTFEEENEEIGGGAEGGQGKRKRLFSKELRCMMYGFGDDQNPYTESVDILEDLVIEFITEMTHKAMSIGRQGRVQVEDIVFLIRKDPRKFARVKDLLTMNEELKRARKAFDEANYGS*. Protein 2 (ENSG00000154016) has sequence MESVALYSFQATESDELAFNKGDTLKILNMEDDQNWYKAELRGVEGFIPKNYIRVKPHPWYSGRISRQLAEEILMKRNHLGAFLIRESESSPGEFSVSVNYGDQVQHFKVLREASGKYFLWEEKFNSLNELVDFYRTTTIAKKRQIFLRDEEPLLKSPGACFAQAQFDFSAQDPSQLSFRRGDIIEVLERPDPHWWRGRSCGRVGFFPRSYVQPVHL*MEDDQNWYKAELRGVEGFIPKNYIRVKPHPWYSGRISRQLAEEILMKRNHLGAFLIRESESSPGEFSVSVNYGDQVQHFKVL.... Result: 0 (the proteins do not interact). (2) Protein 1 (ENSG00000188629) has sequence MAAGWLTTWSQNSVTFQEVAVDFSQEEWALLDPAQKNLYKDVMLENFRNLASVGYQLCRHSLISKVDQEQLKTDERGILQGDCADWETQLKPKDTIAMQNIPGGKTSNGINTNCVRTHSGEMPYECSDCGKAFIFQSSLKKHMRSHTGEKPYECDHCGKSFSQSSHLNVHKRTHTGEKPYDCKECGKAFTVPSSLQKHVRTHTGEKPYECSDCGKAFIDQSSLKKHTRSHTGEKPYECNQCGKSFSTGSYLIVHKRTHTGEKTYECKECGKAFRNSSCLRVHVRTHTGEKPYKCIQCEKA.... Protein 2 (ENSG00000109332) has sequence MALKRINKELSDLARDPPAQCSAGPVGDDMFHWQATIMGPNDSPYQGGVFFLTIHFPTDYPFKPPKVAFTTRIYHPNINSNGSICLDILRSQWSPALTISKVLLSICSLLCDPNPDDPLVPEIARIYKTDRDKYNRISREWTQKYAM*MLSNRKCLSKELSDLARDPPAQCSAGPVGDDMFHWQATIMGPNDSPYQGGVFFLTIHFPTDYPFKPPKVAFTTRIYHPNINSNGSICLDILRSQWSPALTISKVLLSICSLLCDPNPDDPLVPEIARIYKTDRDKYNRISREWTQKYAM*MA.... Result: 0 (the proteins do not interact). (3) Result: 0 (the proteins do not interact). Protein 2 (ENSG00000062598) has sequence MPPPSDIVKVAIEWPGANAQLLEIDQKRPLASIIKEVCDGWSLPNPEYYTLRYADGPQLYITEQTRSDIKNGTILQLAISPSRAARQLMERTQSSNMETRLDAMKELAKLSADVTFATEFINMDGIIVLTRLVESGTKLLSHYSEMLAFTLTAFLELMDHGIVSWDMVSITFIKQIAGYVSQPMVDVSILQRSLAILESMVLNSQSLYQKIAEEITVGQLISHLQVSNQEIQTYAIALINALFLKAPEDKRQDMANAFAQKHLRSIILNHVIRGNRPIKTEMAHQLYVLQVLTFNLLEER.... Protein 1 (ENSG00000123569) has sequence MLRTEVPRLPRSTTAIVWSCHLMATASAMAGPSSETTSEEQLITQEPKEANSTTSQKQSKQRKRGRHGPRRCHSNCRGDSFATYFRRVLKQVHQGLSLSREAVSVMDSLVHDILDRIATEAGHLARSTKRQTITAWETRMAVRLLLPGQMGKLAESEGTKAVLRTSLYAIQQQRK*. (4) Protein 1 (ENSG00000164822) has sequence MRTLTILTAVLLVALQAKAEPLQAEDDPLQAKAYEADAQEQRGANDQDFAVSFAEDASSSLRALGSTRAFTCHCRRSCYSTEYSYGTCTVMGINHRFCCL*. Protein 2 (ENSG00000161328) has sequence MDLGWDRSRGPRRSTSSVRVRELSWQGLHNPCPQSKGPGSQRDRLGEQLVEEYLSPARLQALARVDDLRLVRTLEMCVDTREGSLGNFGVHLPNLDQLKLNGSHLGSLRDLGTSLGHLQVLWLARCGLADLDGIASLPALKELYASYNNISDLSPLCLLEQLEVLDLEGNSVEDLGQVRYLQLCPRLAMLTLEGNLVCLQPAPGPTNKVPRGYNYRAEVRKLIPQLQVLDEVPAAHTGPPAPPRLSQDWLAVKEAIKKGNGLPPLDCPRGAPIRRLDPELSLPETQSRASRPWPFSLLVR.... Result: 0 (the proteins do not interact).